Dataset: Full USPTO retrosynthesis dataset with 1.9M reactions from patents (1976-2016). Task: Predict the reactants needed to synthesize the given product. (1) The reactants are: [C:1]([O:5][C:6]([N:8]1[CH2:13][CH2:12][C:11]([CH2:17][C:18]2[CH:23]=[CH:22][C:21]([C:24]3[CH:29]=[CH:28][CH:27]=[CH:26][CH:25]=3)=[CH:20][CH:19]=2)([C:14](O)=[O:15])[CH2:10][CH2:9]1)=[O:7])([CH3:4])([CH3:3])[CH3:2].[CH:30]1([CH2:36][NH2:37])[CH2:35][CH2:34][CH2:33][CH2:32][CH2:31]1.C(N(C(C)C)CC)(C)C.CN(C(ON1N=NC2C=CC=CC1=2)=[N+](C)C)C.F[P-](F)(F)(F)(F)F. Given the product [C:1]([O:5][C:6]([N:8]1[CH2:13][CH2:12][C:11]([CH2:17][C:18]2[CH:19]=[CH:20][C:21]([C:24]3[CH:25]=[CH:26][CH:27]=[CH:28][CH:29]=3)=[CH:22][CH:23]=2)([C:14](=[O:15])[NH:37][CH2:36][CH:30]2[CH2:35][CH2:34][CH2:33][CH2:32][CH2:31]2)[CH2:10][CH2:9]1)=[O:7])([CH3:4])([CH3:2])[CH3:3], predict the reactants needed to synthesize it. (2) Given the product [Cl:10][C:11]1[C:12]([NH:17][C:7]2[CH2:6][CH2:5][CH2:4][C:3](=[O:9])[C:2]=2[CH3:1])=[N:13][CH:14]=[CH:15][N:16]=1, predict the reactants needed to synthesize it. The reactants are: [CH3:1][CH:2]1[C:7](=O)[CH2:6][CH2:5][CH2:4][C:3]1=[O:9].[Cl:10][C:11]1[C:12]([NH2:17])=[N:13][CH:14]=[CH:15][N:16]=1. (3) Given the product [CH2:1]([C:3]1[CH:4]=[C:5]2[C:10](=[CH:11][CH:12]=1)[NH:9][C@@H:8]([C:13]1[CH:18]=[CH:17][CH:16]=[CH:15][CH:14]=1)[C@H:7]([CH2:19][CH2:20][OH:21])[CH2:6]2)[CH3:2], predict the reactants needed to synthesize it. The reactants are: [CH2:1]([C:3]1[CH:4]=[C:5]2[C:10](=[CH:11][CH:12]=1)[N:9]=[C:8]([C:13]1[CH:18]=[CH:17][CH:16]=[CH:15][CH:14]=1)[C:7]([CH2:19][CH2:20][OH:21])=[CH:6]2)[CH3:2].[Na].